From a dataset of Choline transporter screen with 302,306 compounds. Binary Classification. Given a drug SMILES string, predict its activity (active/inactive) in a high-throughput screening assay against a specified biological target. (1) The molecule is Clc1c([N+]([O-])=O)cc(NS(=O)(=O)c2ccc(Cl)nc2)cc1. The result is 1 (active). (2) The drug is S(=O)(=O)(NCCSCc1ccc(cc1)C)C. The result is 0 (inactive). (3) The drug is S1c2c(N(c3c1cccc3)C(=O)NCCC)cccc2. The result is 0 (inactive). (4) The compound is Clc1c(OCc2onc(C(=O)N3CCC(CC3)c3ccccc3)c2)ccc(OC)c1. The result is 0 (inactive). (5) The drug is O(\N=C(/N)c1ccncc1)C(=O)c1c(cccc1)C. The result is 0 (inactive). (6) The drug is O(C(=O)C1N(CCC1)Cc1n2c(nc1C(=O)N1CCOCC1)c(ccc2)C)C. The result is 0 (inactive). (7) The compound is S(=O)(=O)(N1CCN(CC1)c1ccccc1)CCNS(=O)(=O)c1ccc(F)cc1. The result is 0 (inactive).